From a dataset of Forward reaction prediction with 1.9M reactions from USPTO patents (1976-2016). Predict the product of the given reaction. (1) Given the reactants [CH2:1]([O:5][C:6]1[CH:11]=[CH:10][C:9]([CH2:12][CH2:13][CH2:14][OH:15])=[C:8]([O:16][C:17]2[CH:22]=[CH:21][C:20]([C:23]([F:26])([F:25])[F:24])=[CH:19][N:18]=2)[CH:7]=1)[CH2:2][CH2:3][CH3:4].[CH2:27]([N:29]1[CH:33]=[C:32]([CH2:34][C:35]([O:37]C)=[O:36])[C:31](O)=[N:30]1)[CH3:28].C(P(CCCC)CCCC)CCC.N(C(N1CCCCC1)=O)=NC(N1CCCCC1)=O.O1CCCC1CO.[OH-].[Na+].Cl, predict the reaction product. The product is: [CH2:27]([N:29]1[CH:33]=[C:32]([CH2:34][C:35]([OH:37])=[O:36])[C:31]([O:15][CH2:14][CH2:13][CH2:12][C:9]2[CH:10]=[CH:11][C:6]([O:5][CH2:1][CH2:2][CH2:3][CH3:4])=[CH:7][C:8]=2[O:16][C:17]2[CH:22]=[CH:21][C:20]([C:23]([F:26])([F:24])[F:25])=[CH:19][N:18]=2)=[N:30]1)[CH3:28]. (2) Given the reactants [OH:1][C:2]1[CH:7]=[CH:6][N:5]([CH2:8][CH2:9][C:10]2[CH:15]=[CH:14][C:13]([CH2:16][OH:17])=[CH:12][CH:11]=2)[C:4](=[O:18])[CH:3]=1.Br[CH2:20][C:21]1[CH:22]=[N:23][CH:24]=[CH:25][CH:26]=1.C(=O)([O-])[O-].[K+].[K+], predict the reaction product. The product is: [OH:17][CH2:16][C:13]1[CH:14]=[CH:15][C:10]([CH2:9][CH2:8][N:5]2[CH:6]=[CH:7][C:2]([O:1][CH2:20][C:21]3[CH:22]=[N:23][CH:24]=[CH:25][CH:26]=3)=[CH:3][C:4]2=[O:18])=[CH:11][CH:12]=1. (3) Given the reactants [NH2:1][C:2]1[C:7]([C:8]([C:10]2[C:15]([O:16][CH3:17])=[CH:14][CH:13]=[C:12]([F:18])[C:11]=2[F:19])=[S:9])=[CH:6][N:5]=[C:4]([NH:20][CH:21]2[CH2:26][CH2:25][N:24]([S:27]([CH3:30])(=[O:29])=[O:28])[CH2:23][CH2:22]2)[N:3]=1.NC1C(C(C2C(OC)=CC=C(F)C=2F)=S)=CN=C(NC2CCC(S(C[CH2:61][CH2:62][N:63]3[CH2:68][CH2:67][O:66][CH2:65][CH2:64]3)(=O)=O)CC2)N=1.NC1C(C(C2C(OC)=CC=C(F)C=2F)=O)=CN=C(NC2CCC(S(CCCN3CCOCC3)(=O)=O)CC2)N=1, predict the reaction product. The product is: [NH2:1][C:2]1[C:7]([C:8]([C:10]2[C:15]([O:16][CH3:17])=[CH:14][CH:13]=[C:12]([F:18])[C:11]=2[F:19])=[S:9])=[CH:6][N:5]=[C:4]([NH:20][CH:21]2[CH2:26][CH2:25][N:24]([S:27]([CH2:30][CH2:61][CH2:62][N:63]3[CH2:68][CH2:67][O:66][CH2:65][CH2:64]3)(=[O:28])=[O:29])[CH2:23][CH2:22]2)[N:3]=1. (4) Given the reactants [CH2:1]=[CH:2][CH:3]([OH:6])[CH2:4][OH:5].[CH:7](=O)[CH:8]([CH3:10])[CH3:9], predict the reaction product. The product is: [CH:8]([CH:10]1[O:6][CH:3]([CH:2]=[CH2:1])[CH2:4][O:5]1)([CH3:9])[CH3:7]. (5) Given the reactants C(Cl)(=O)C(Cl)=O.[C:7]([C:9]1[CH:10]=[C:11]([CH:15]=[CH:16][C:17]=1[N:18]1[CH2:23][CH2:22][CH2:21][CH2:20][CH:19]1[CH3:24])[C:12]([OH:14])=O)#[N:8].[F:25][C:26]1[CH:27]=[CH:28][C:29]([O:36][CH3:37])=[C:30]([C:32](=[N:34]O)[NH2:33])[CH:31]=1.CCN(C(C)C)C(C)C, predict the reaction product. The product is: [F:25][C:26]1[CH:27]=[CH:28][C:29]([O:36][CH3:37])=[C:30]([C:32]2[N:33]=[C:12]([C:11]3[CH:15]=[CH:16][C:17]([N:18]4[CH2:23][CH2:22][CH2:21][CH2:20][CH:19]4[CH3:24])=[C:9]([CH:10]=3)[C:7]#[N:8])[O:14][N:34]=2)[CH:31]=1.